Predict which catalyst facilitates the given reaction. From a dataset of Catalyst prediction with 721,799 reactions and 888 catalyst types from USPTO. (1) Reactant: C([N:4]1[C:12]2[C:7](=[CH:8][CH:9]=[C:10]([C:13]([O:15]C)=[O:14])[CH:11]=2)[C:6](=[CH:17][O:18]CC)[C:5]1=[O:21])(=O)C.[OH-].[Na+].Cl. Product: [OH:18][CH:17]=[C:6]1[C:7]2[C:12](=[CH:11][C:10]([C:13]([OH:15])=[O:14])=[CH:9][CH:8]=2)[NH:4][C:5]1=[O:21]. The catalyst class is: 5. (2) Reactant: [CH3:1][C:2]1[C:7]2[N:8]=[C:9]([NH:11][C:12]3[CH:17]=[CH:16][CH:15]=[CH:14][C:13]=3[CH3:18])[O:10][C:6]=2[CH:5]=[C:4]([CH2:19][C:20]([NH:22][C:23]2[CH:28]=[CH:27][C:26]([C@H:29]([CH3:36])[CH2:30][C:31]([O:33]CC)=[O:32])=[CH:25][CH:24]=2)=[O:21])[CH:3]=1.[OH-].[Na+]. Product: [CH3:1][C:2]1[C:7]2[N:8]=[C:9]([NH:11][C:12]3[CH:17]=[CH:16][CH:15]=[CH:14][C:13]=3[CH3:18])[O:10][C:6]=2[CH:5]=[C:4]([CH2:19][C:20]([NH:22][C:23]2[CH:24]=[CH:25][C:26]([CH:29]([CH3:36])[CH2:30][C:31]([OH:33])=[O:32])=[CH:27][CH:28]=2)=[O:21])[CH:3]=1. The catalyst class is: 24. (3) Reactant: [CH3:1][C:2]1[O:6][C:5]([NH2:7])=[N:4][N:3]=1.Cl[C:9]([O:11][C:12]1[CH:17]=[CH:16][CH:15]=[CH:14][CH:13]=1)=[O:10]. Product: [C:12]1([O:11][C:9](=[O:10])[NH:7][C:5]2[O:6][C:2]([CH3:1])=[N:3][N:4]=2)[CH:17]=[CH:16][CH:15]=[CH:14][CH:13]=1. The catalyst class is: 165. (4) Reactant: [C:1]([O:5][C:6]([N:8]1[C:12]2[C:13](Br)=[CH:14][CH:15]=[CH:16][C:11]=2[N:10]([CH2:18][C:19]2[CH:24]=[CH:23][CH:22]=[CH:21][CH:20]=2)[C:9]1=[O:25])=[O:7])([CH3:4])([CH3:3])[CH3:2].B[C:27]1[CH:31]=[CH:30][N:29]([Si:32]([CH:39]([CH3:41])[CH3:40])([CH:36]([CH3:38])[CH3:37])[CH:33]([CH3:35])[CH3:34])[CH:28]=1.ClCCl.C(=O)([O-])[O-].[Cs+].[Cs+]. Product: [C:1]([O:5][C:6]([N:8]1[C:12]2[C:13]([C:27]3[CH:31]=[CH:30][N:29]([Si:32]([CH:36]([CH3:38])[CH3:37])([CH:39]([CH3:41])[CH3:40])[CH:33]([CH3:34])[CH3:35])[CH:28]=3)=[CH:14][CH:15]=[CH:16][C:11]=2[N:10]([CH2:18][C:19]2[CH:24]=[CH:23][CH:22]=[CH:21][CH:20]=2)[C:9]1=[O:25])=[O:7])([CH3:4])([CH3:3])[CH3:2]. The catalyst class is: 762. (5) The catalyst class is: 63. Product: [NH2:22][C:4]1[CH:3]=[C:2]([F:1])[CH:7]=[CH:6][C:5]=1[C:8]([NH:10][C:11]1([C:18]([O:20][CH3:21])=[O:19])[CH2:17][CH2:16][CH2:15][CH2:14][CH2:13][CH2:12]1)=[O:9]. Reactant: [F:1][C:2]1[CH:7]=[CH:6][C:5]([C:8]([NH:10][C:11]2([C:18]([O:20][CH3:21])=[O:19])[CH2:17][CH2:16][CH2:15][CH2:14][CH2:13][CH2:12]2)=[O:9])=[C:4]([N+:22]([O-])=O)[CH:3]=1. (6) Product: [Cl:1][C:2]1[CH:3]=[CH:4][C:5]([O:20][CH2:21][C:22]2[CH:27]=[CH:26][CH:25]=[CH:24][CH:23]=2)=[C:6]([CH2:8][N:9]2[C:13]([CH3:14])=[CH:12][C:11]([C:15]([O:17][CH2:18][CH3:19])=[O:16])=[N:10]2)[CH:7]=1. The catalyst class is: 21. Reactant: [Cl:1][C:2]1[CH:3]=[CH:4][C:5]([OH:20])=[C:6]([CH2:8][N:9]2[C:13]([CH3:14])=[CH:12][C:11]([C:15]([O:17][CH2:18][CH3:19])=[O:16])=[N:10]2)[CH:7]=1.[CH2:21](Br)[C:22]1[CH:27]=[CH:26][CH:25]=[CH:24][CH:23]=1.C(=O)([O-])[O-].[K+].[K+].